Dataset: Full USPTO retrosynthesis dataset with 1.9M reactions from patents (1976-2016). Task: Predict the reactants needed to synthesize the given product. (1) Given the product [Cl:1][C:2]1[CH:7]=[C:6]([F:8])[CH:5]=[CH:4][C:3]=1[N:9]1[C:17](=[O:18])[C:16]2[C@@H:15]3[C:19]([CH3:21])([CH3:20])[C@@:12]([CH3:22])([CH2:13][CH2:14]3)[C:11]=2[N:10]1[CH2:26][C:25]1[CH:28]=[CH:29][C:30]([F:32])=[CH:31][C:24]=1[F:23], predict the reactants needed to synthesize it. The reactants are: [Cl:1][C:2]1[CH:7]=[C:6]([F:8])[CH:5]=[CH:4][C:3]=1[N:9]1[C:17](=[O:18])[C:16]2[C@@H:15]3[C:19]([CH3:21])([CH3:20])[C@@:12]([CH3:22])([CH2:13][CH2:14]3)[C:11]=2[NH:10]1.[F:23][C:24]1[CH:31]=[C:30]([F:32])[CH:29]=[CH:28][C:25]=1[CH2:26]Br. (2) Given the product [CH2:1]([O:3][C:4]([C:5]1[CH:6]=[C:7]2[C:8](=[CH:9][CH:10]=1)[NH:11][C:20](=[O:21])[C:19]([C:15]1[S:14][CH:18]=[CH:17][CH:16]=1)=[N:12]2)=[O:13])[CH3:2], predict the reactants needed to synthesize it. The reactants are: [CH2:1]([O:3][C:4](=[O:13])[C:5]1[CH:10]=[CH:9][C:8]([NH2:11])=[C:7]([NH2:12])[CH:6]=1)[CH3:2].[S:14]1[CH:18]=[CH:17][CH:16]=[C:15]1[C:19](=O)[C:20](O)=[O:21]. (3) Given the product [CH3:1][N:2]1[CH2:7][CH2:6][N:5]([C:8]2[CH:13]=[CH:12][C:11]([CH:14]([CH:17]=[O:18])[C:15]#[N:16])=[CH:10][CH:9]=2)[CH2:4][CH2:3]1, predict the reactants needed to synthesize it. The reactants are: [CH3:1][N:2]1[CH2:7][CH2:6][N:5]([C:8]2[CH:13]=[CH:12][C:11]([CH2:14][C:15]#[N:16])=[CH:10][CH:9]=2)[CH2:4][CH2:3]1.[CH:17](OCC)=[O:18].